Dataset: Acute oral toxicity (LD50) regression data from Zhu et al.. Task: Regression/Classification. Given a drug SMILES string, predict its toxicity properties. Task type varies by dataset: regression for continuous values (e.g., LD50, hERG inhibition percentage) or binary classification for toxic/non-toxic outcomes (e.g., AMES mutagenicity, cardiotoxicity, hepatotoxicity). Dataset: ld50_zhu. (1) The molecule is O=C(OCCOC(=O)C(Cl)(Cl)Cl)C(Cl)(Cl)Cl. The rat oral LD50 is 1.70, given as -log10 of the dose in mol/kg body weight (higher means more acutely toxic). (2) The drug is CCOC(=O)Cc1cccc2ccccc12. The rat oral LD50 is 1.78, given as -log10 of the dose in mol/kg body weight (higher means more acutely toxic).